Task: Predict the product of the given reaction.. Dataset: Forward reaction prediction with 1.9M reactions from USPTO patents (1976-2016) (1) Given the reactants C([NH:8][NH2:9])(OC(C)(C)C)=O.[C:10]([OH:18])(=[O:17])[CH2:11][CH2:12][CH2:13][C:14]([OH:16])=[O:15].FC(F)(F)C(O)=O.C(N)COCCOCCO.C(N(CC)CC)C, predict the reaction product. The product is: [NH2:8][NH2:9].[C:10]([OH:18])(=[O:17])[CH2:11][CH2:12][CH2:13][C:14]([OH:16])=[O:15]. (2) Given the reactants Br[C:2]1[N:6]([CH:7]([CH3:9])[CH3:8])[C:5]2[CH:10]([C:26]3[CH:31]=[CH:30][C:29]([Cl:32])=[CH:28][CH:27]=3)[N:11]([C:14]3[CH:15]=[C:16]([O:24][CH3:25])[C:17]4[N:21]=[N:20][N:19]([CH3:22])[C:18]=4[CH:23]=3)[C:12](=[O:13])[C:4]=2[N:3]=1.[CH3:33]B1OB(C)OB(C)O1, predict the reaction product. The product is: [Cl:32][C:29]1[CH:30]=[CH:31][C:26]([CH:10]2[C:5]3[N:6]([CH:7]([CH3:9])[CH3:8])[C:2]([CH3:33])=[N:3][C:4]=3[C:12](=[O:13])[N:11]2[C:14]2[CH:15]=[C:16]([O:24][CH3:25])[C:17]3[N:21]=[N:20][N:19]([CH3:22])[C:18]=3[CH:23]=2)=[CH:27][CH:28]=1. (3) Given the reactants [CH2:1]([S:3]([N:6]1[CH2:11][CH2:10][CH:9]([C:12]2[C:20]3[C:15](=[C:16]([C:29]([NH2:31])=[O:30])[CH:17]=[C:18]([C:21]4[CH:26]=[CH:25][CH:24]=[C:23]([CH:27]=O)[CH:22]=4)[CH:19]=3)[NH:14][CH:13]=2)[CH2:8][CH2:7]1)(=[O:5])=[O:4])[CH3:2].[CH2:32]([NH2:34])[CH3:33].[BH4-].[Na+], predict the reaction product. The product is: [CH2:32]([NH:34][CH2:27][C:23]1[CH:22]=[C:21]([C:18]2[CH:19]=[C:20]3[C:15](=[C:16]([C:29]([NH2:31])=[O:30])[CH:17]=2)[NH:14][CH:13]=[C:12]3[CH:9]2[CH2:10][CH2:11][N:6]([S:3]([CH2:1][CH3:2])(=[O:4])=[O:5])[CH2:7][CH2:8]2)[CH:26]=[CH:25][CH:24]=1)[CH3:33]. (4) The product is: [C:38]([O:37][C:35]([NH:34][CH:29]([CH2:28][CH2:27][S:26][CH2:25][C@@H:17]1[C@@H:18]2[C@@H:19]([O:20][C:21]([CH3:23])([CH3:24])[O:22]2)[C@H:15]([N:10]2[CH:9]=[N:8][C:7]3[C:11]2=[N:12][CH:13]=[N:14][C:6]=3[NH:4][CH2:5][CH2:49][CH2:48][N:45]2[CH2:46][CH2:47][O:42][CH2:43][CH2:44]2)[O:16]1)[C:30]([O:32][CH3:33])=[O:31])=[O:36])([CH3:39])([CH3:40])[CH3:41]. Given the reactants N1N=C[N:4]([C:6]2[N:14]=[CH:13][N:12]=[C:11]3[C:7]=2[N:8]=[CH:9][N:10]3[C@H:15]2[C@@H:19]3[O:20][C:21]([CH3:24])([CH3:23])[O:22][C@@H:18]3[C@@H:17]([CH2:25][S:26][CH2:27][CH2:28][CH:29]([NH:34][C:35]([O:37][C:38]([CH3:41])([CH3:40])[CH3:39])=[O:36])[C:30]([O:32][CH3:33])=[O:31])[O:16]2)[CH:5]=1.[O:42]1[CH2:47][CH2:46][N:45]([CH2:48][CH2:49]CN)[CH2:44][CH2:43]1, predict the reaction product. (5) Given the reactants [Cl:1][C:2]1[CH:22]=[CH:21][CH:20]=[C:19]([Cl:23])[C:3]=1[C:4]([NH:6][CH2:7][CH2:8][S:9][CH2:10][C:11]1[CH:16]=[CH:15][CH:14]=[C:13]([C:17]#[N:18])[CH:12]=1)=[O:5].OO.C([O-])([O-])=[O:27].[K+].[K+].O, predict the reaction product. The product is: [C:17]([C:13]1[CH:12]=[C:11]([CH:16]=[CH:15][CH:14]=1)[CH2:10][S:9][CH2:8][CH2:7][NH:6][C:4](=[O:5])[C:3]1[C:2]([Cl:1])=[CH:22][CH:21]=[CH:20][C:19]=1[Cl:23])(=[O:27])[NH2:18]. (6) Given the reactants [CH2:1]([N:8]([CH3:49])[C:9]1[CH:48]=[CH:47][C:12]([CH2:13][CH:14]([NH:37][S:38]([C:41]2[CH:42]=[N:43][CH:44]=[CH:45][CH:46]=2)(=[O:40])=[O:39])[C:15]2[N:20]=[C:19]([N:21]([CH2:29][C:30]([O:32]C(C)(C)C)=[O:31])C(OC(C)(C)C)=O)[CH:18]=[CH:17][CH:16]=2)=[CH:11][CH:10]=1)[C:2]1[CH:7]=[CH:6][CH:5]=[CH:4][CH:3]=1.Cl.O1CCOCC1, predict the reaction product. The product is: [CH2:1]([N:8]([CH3:49])[C:9]1[CH:10]=[CH:11][C:12]([CH2:13][CH:14]([NH:37][S:38]([C:41]2[CH:42]=[N:43][CH:44]=[CH:45][CH:46]=2)(=[O:40])=[O:39])[C:15]2[N:20]=[C:19]([NH:21][CH2:29][C:30]([OH:32])=[O:31])[CH:18]=[CH:17][CH:16]=2)=[CH:47][CH:48]=1)[C:2]1[CH:7]=[CH:6][CH:5]=[CH:4][CH:3]=1. (7) Given the reactants [N:1]1[C:9]2[C:4](=[N:5][CH:6]=[CH:7][CH:8]=2)[N:3]([CH2:10][C:11]2[CH:27]=[CH:26][C:14]3[N:15]=[C:16]([NH:18][C@@H:19]4[CH2:24][CH2:23][CH2:22][CH2:21][C@H:20]4[OH:25])[S:17][C:13]=3[CH:12]=2)[CH:2]=1.CC(OI1(OC(C)=O)(OC(C)=O)OC(=O)C2C=CC=CC1=2)=O, predict the reaction product. The product is: [N:1]1[C:9]2[C:4](=[N:5][CH:6]=[CH:7][CH:8]=2)[N:3]([CH2:10][C:11]2[CH:27]=[CH:26][C:14]3[N:15]=[C:16]([NH:18][C@@H:19]4[CH2:24][CH2:23][CH2:22][CH2:21][C:20]4=[O:25])[S:17][C:13]=3[CH:12]=2)[CH:2]=1. (8) Given the reactants [O:1]1[C:5]2[CH:6]=[CH:7][C:8]([C:10]3([OH:17])[CH2:15][CH2:14][C:13](=O)[CH2:12][CH2:11]3)=[CH:9][C:4]=2[O:3][CH2:2]1.[NH:18]1[CH2:21][CH:20]([NH:22][C:23]([CH2:25][NH:26][C:27](=[O:38])[C:28]2[CH:33]=[CH:32][CH:31]=[C:30]([C:34]([F:37])([F:36])[F:35])[CH:29]=2)=[O:24])[CH2:19]1, predict the reaction product. The product is: [O:1]1[C:5]2[CH:6]=[CH:7][C:8]([C:10]3([OH:17])[CH2:15][CH2:14][CH:13]([N:18]4[CH2:21][CH:20]([NH:22][C:23]([CH2:25][NH:26][C:27](=[O:38])[C:28]5[CH:33]=[CH:32][CH:31]=[C:30]([C:34]([F:37])([F:35])[F:36])[CH:29]=5)=[O:24])[CH2:19]4)[CH2:12][CH2:11]3)=[CH:9][C:4]=2[O:3][CH2:2]1. (9) Given the reactants [C:1](Cl)([C:14]1[CH:19]=[CH:18][CH:17]=[CH:16][CH:15]=1)([C:8]1[CH:13]=[CH:12][CH:11]=[CH:10][CH:9]=1)[C:2]1[CH:7]=[CH:6][CH:5]=[CH:4][CH:3]=1.C(N(CC)C(C)C)(C)C.[Si]([O:37][C:38]1[CH:43]=[CH:42][C:41]([C:44]2[N:48]([CH:49]3[CH2:54][CH2:53][CH2:52][CH2:51][CH2:50]3)[C:47]3[CH:55]=[CH:56][C:57]([C:59]4[NH:63][N:62]=[N:61][N:60]=4)=[CH:58][C:46]=3[N:45]=2)=[CH:40][CH:39]=1)(C(C)(C)C)(C)C.C(OCC)(=O)C, predict the reaction product. The product is: [OH:37][C:38]1[CH:39]=[CH:40][C:41]([C:44]2[N:48]([CH:49]3[CH2:54][CH2:53][CH2:52][CH2:51][CH2:50]3)[C:47]3[CH:55]=[CH:56][C:57]([C:59]4[N:60]=[N:61][N:62]([C:1]([C:14]5[CH:19]=[CH:18][CH:17]=[CH:16][CH:15]=5)([C:8]5[CH:13]=[CH:12][CH:11]=[CH:10][CH:9]=5)[C:2]5[CH:7]=[CH:6][CH:5]=[CH:4][CH:3]=5)[N:63]=4)=[CH:58][C:46]=3[N:45]=2)=[CH:42][CH:43]=1. (10) Given the reactants [Pb](Cl)Cl.Br[CH2:5]Br.[F:7][C:8]1[C:9]([O:19][CH3:20])=[C:10]([C:15](=O)[CH2:16][CH3:17])[CH:11]=[CH:12][C:13]=1[F:14].Cl, predict the reaction product. The product is: [F:7][C:8]1[C:13]([F:14])=[CH:12][CH:11]=[C:10]([C:15](=[CH2:5])[CH2:16][CH3:17])[C:9]=1[O:19][CH3:20].